Dataset: Peptide-MHC class I binding affinity with 185,985 pairs from IEDB/IMGT. Task: Regression. Given a peptide amino acid sequence and an MHC pseudo amino acid sequence, predict their binding affinity value. This is MHC class I binding data. (1) The peptide sequence is GRNQFVDGL. The MHC is HLA-B44:02 with pseudo-sequence HLA-B44:02. The binding affinity (normalized) is 0.213. (2) The MHC is HLA-B35:01 with pseudo-sequence HLA-B35:01. The binding affinity (normalized) is 0.695. The peptide sequence is RAYRNALSM. (3) The peptide sequence is FLILCSVLL. The MHC is HLA-A02:01 with pseudo-sequence HLA-A02:01. The binding affinity (normalized) is 0.0847. (4) The peptide sequence is LLLIVQALR. The MHC is HLA-A02:02 with pseudo-sequence HLA-A02:02. The binding affinity (normalized) is 0.325. (5) The peptide sequence is YVNHTGFNV. The MHC is HLA-A29:02 with pseudo-sequence HLA-A29:02. The binding affinity (normalized) is 0.278.